This data is from Forward reaction prediction with 1.9M reactions from USPTO patents (1976-2016). The task is: Predict the product of the given reaction. (1) Given the reactants [OH:1][C:2]1[CH:11]=[C:10]2[C:5]([C:6]([O:12][C:13]3[CH:14]=[C:15]4[C:19](=[CH:20][CH:21]=3)[NH:18][C:17]([CH3:22])=[CH:16]4)=[N:7][CH:8]=[N:9]2)=[CH:4][C:3]=1[O:23][CH3:24].[O:25]=[S:26]1(=[O:36])[CH2:31][CH2:30][N:29]([CH2:32][CH2:33][CH2:34]O)[CH2:28][CH2:27]1, predict the reaction product. The product is: [O:36]=[S:26]1(=[O:25])[CH2:31][CH2:30][N:29]([CH2:32][CH2:33][CH2:34][O:1][C:2]2[CH:11]=[C:10]3[C:5]([C:6]([O:12][C:13]4[CH:14]=[C:15]5[C:19](=[CH:20][CH:21]=4)[NH:18][C:17]([CH3:22])=[CH:16]5)=[N:7][CH:8]=[N:9]3)=[CH:4][C:3]=2[O:23][CH3:24])[CH2:28][CH2:27]1. (2) Given the reactants [F:1][C:2]1[CH:7]=[CH:6][C:5]([C:8]2[C:13]([CH3:14])=[CH:12][C:11]([O:15][C@H:16]3[CH2:20][CH2:19][O:18][CH2:17]3)=[CH:10][C:9]=2[CH3:21])=[CH:4][C:3]=1[CH2:22][O:23][C:24]1[CH:37]=[CH:36][C:27]2[C@H:28]([CH2:31][C:32]([O:34]C)=[O:33])[CH2:29][O:30][C:26]=2[CH:25]=1.[OH-].[Li+], predict the reaction product. The product is: [F:1][C:2]1[CH:7]=[CH:6][C:5]([C:8]2[C:9]([CH3:21])=[CH:10][C:11]([O:15][C@H:16]3[CH2:20][CH2:19][O:18][CH2:17]3)=[CH:12][C:13]=2[CH3:14])=[CH:4][C:3]=1[CH2:22][O:23][C:24]1[CH:37]=[CH:36][C:27]2[C@H:28]([CH2:31][C:32]([OH:34])=[O:33])[CH2:29][O:30][C:26]=2[CH:25]=1. (3) Given the reactants [OH-].[K+].[CH3:3][N:4]1[CH2:9][CH2:8][N:7]([C:10]2[CH:15]=[CH:14][C:13]([C:16](=[O:18])[CH3:17])=[CH:12][CH:11]=2)[CH2:6][CH2:5]1.[CH:19]([C:21]1[N:26]=[C:25](/[CH:27]=[CH:28]/[C:29]([O:31][C:32]([CH3:35])([CH3:34])[CH3:33])=[O:30])[CH:24]=[CH:23][CH:22]=1)=[O:20], predict the reaction product. The product is: [OH:20][CH:19]([C:21]1[N:26]=[C:25](/[CH:27]=[CH:28]/[C:29]([O:31][C:32]([CH3:35])([CH3:34])[CH3:33])=[O:30])[CH:24]=[CH:23][CH:22]=1)[CH2:17][C:16]([C:13]1[CH:14]=[CH:15][C:10]([N:7]2[CH2:8][CH2:9][N:4]([CH3:3])[CH2:5][CH2:6]2)=[CH:11][CH:12]=1)=[O:18]. (4) The product is: [CH3:1][O:2][C:3]([C@@H:5]1[CH2:10][C@H:9]2[C:11]([CH3:13])([CH3:12])[C@:6]1([CH3:14])[CH2:7][C:8]2=[O:17])=[O:4]. Given the reactants [CH3:1][O:2][C:3]([C@@H:5]1[CH2:10][C@H:9]2[C:11]([CH3:13])([CH3:12])[C@:6]1([CH3:14])[CH2:7][CH2:8]2)=[O:4].CC(O)=[O:17], predict the reaction product. (5) Given the reactants C([O:3][C:4](=O)[C@H:5]([N:7]1[C:12]2[CH:13]=[C:14]([Br:17])[CH:15]=[CH:16][C:11]=2[O:10][CH2:9][C:8]1=S)[CH3:6])C.O.[NH2:21][NH2:22], predict the reaction product. The product is: [Br:17][C:14]1[CH:13]=[C:12]2[C:11](=[CH:16][CH:15]=1)[O:10][CH2:9][C:8]1[N:7]2[CH:5]([CH3:6])[C:4](=[O:3])[NH:21][N:22]=1.